From a dataset of Full USPTO retrosynthesis dataset with 1.9M reactions from patents (1976-2016). Predict the reactants needed to synthesize the given product. Given the product [OH:2][C:3]1[CH:4]=[C:5]([C:13]2[CH:18]=[CH:17][CH:16]=[C:15]([C:19]([F:20])([F:21])[F:22])[CH:14]=2)[CH:6]=[C:7]([CH3:12])[C:8]=1[C:9]([OH:11])=[O:10], predict the reactants needed to synthesize it. The reactants are: C[O:2][C:3]1[CH:4]=[C:5]([C:13]2[CH:18]=[CH:17][CH:16]=[C:15]([C:19]([F:22])([F:21])[F:20])[CH:14]=2)[CH:6]=[C:7]([CH3:12])[C:8]=1[C:9]([OH:11])=[O:10].B(Br)(Br)Br.